This data is from NCI-60 drug combinations with 297,098 pairs across 59 cell lines. The task is: Regression. Given two drug SMILES strings and cell line genomic features, predict the synergy score measuring deviation from expected non-interaction effect. (1) Drug 1: C1CCN(CC1)CCOC2=CC=C(C=C2)C(=O)C3=C(SC4=C3C=CC(=C4)O)C5=CC=C(C=C5)O. Drug 2: CC1C(C(=O)NC(C(=O)N2CCCC2C(=O)N(CC(=O)N(C(C(=O)O1)C(C)C)C)C)C(C)C)NC(=O)C3=C4C(=C(C=C3)C)OC5=C(C(=O)C(=C(C5=N4)C(=O)NC6C(OC(=O)C(N(C(=O)CN(C(=O)C7CCCN7C(=O)C(NC6=O)C(C)C)C)C)C(C)C)C)N)C. Cell line: UO-31. Synergy scores: CSS=0.431, Synergy_ZIP=-0.657, Synergy_Bliss=-1.28, Synergy_Loewe=-3.52, Synergy_HSA=-2.53. (2) Drug 2: CN1C2=C(C=C(C=C2)N(CCCl)CCCl)N=C1CCCC(=O)O.Cl. Cell line: SF-268. Synergy scores: CSS=17.3, Synergy_ZIP=-2.55, Synergy_Bliss=2.85, Synergy_Loewe=-32.2, Synergy_HSA=1.56. Drug 1: C1C(C(OC1N2C=C(C(=O)NC2=O)F)CO)O. (3) Drug 1: CC1=C(C=C(C=C1)C(=O)NC2=CC(=CC(=C2)C(F)(F)F)N3C=C(N=C3)C)NC4=NC=CC(=N4)C5=CN=CC=C5. Drug 2: C1C(C(OC1N2C=NC3=C2NC=NCC3O)CO)O. Cell line: KM12. Synergy scores: CSS=2.64, Synergy_ZIP=4.19, Synergy_Bliss=9.27, Synergy_Loewe=-0.107, Synergy_HSA=1.23. (4) Drug 1: C1CCC(C1)C(CC#N)N2C=C(C=N2)C3=C4C=CNC4=NC=N3. Drug 2: CCC1=CC2CC(C3=C(CN(C2)C1)C4=CC=CC=C4N3)(C5=C(C=C6C(=C5)C78CCN9C7C(C=CC9)(C(C(C8N6C)(C(=O)OC)O)OC(=O)C)CC)OC)C(=O)OC.C(C(C(=O)O)O)(C(=O)O)O. Cell line: NCIH23. Synergy scores: CSS=56.1, Synergy_ZIP=-1.72, Synergy_Bliss=0.0693, Synergy_Loewe=-6.40, Synergy_HSA=1.10. (5) Drug 1: CC1=C(C(CCC1)(C)C)C=CC(=CC=CC(=CC(=O)O)C)C. Drug 2: CC1=C2C(C(=O)C3(C(CC4C(C3C(C(C2(C)C)(CC1OC(=O)C(C(C5=CC=CC=C5)NC(=O)C6=CC=CC=C6)O)O)OC(=O)C7=CC=CC=C7)(CO4)OC(=O)C)O)C)OC(=O)C. Cell line: SK-MEL-5. Synergy scores: CSS=26.8, Synergy_ZIP=9.80, Synergy_Bliss=11.1, Synergy_Loewe=4.60, Synergy_HSA=11.0.